Dataset: Serine/threonine kinase 33 screen with 319,792 compounds. Task: Binary Classification. Given a drug SMILES string, predict its activity (active/inactive) in a high-throughput screening assay against a specified biological target. (1) The molecule is s1c(c2nc3c(c4c(cc3)cccc4)c(c2)C(O)=O)c(cc1)C. The result is 0 (inactive). (2) The molecule is O(C(=O)c1nnc2n(nc(c2)C)c1CC)C. The result is 0 (inactive). (3) The molecule is Clc1ccc(C(CCN(C)C)c2ncccc2)cc1. The result is 0 (inactive). (4) The molecule is O=C(N\N=C(/c1cc([N+]([O-])=O)ccc1)C)CCc1c([nH]nc1C)C. The result is 0 (inactive).